From a dataset of Full USPTO retrosynthesis dataset with 1.9M reactions from patents (1976-2016). Predict the reactants needed to synthesize the given product. (1) Given the product [CH2:35]([O:34][C:32]([N:1]1[CH2:4][CH:3]([NH:5][C:6]([C:8]2[C:12]3[N:13]=[CH:14][N:15]=[C:16]([C:17]4[C:25]5[O:24][CH2:23][O:22][C:21]=5[CH:20]=[CH:19][C:18]=4[O:26][CH2:27][CH:28]4[CH2:30][CH2:29]4)[C:11]=3[NH:10][CH:9]=2)=[O:7])[CH2:2]1)=[O:33])[CH3:36], predict the reactants needed to synthesize it. The reactants are: [NH:1]1[CH2:4][CH:3]([NH:5][C:6]([C:8]2[C:12]3[N:13]=[CH:14][N:15]=[C:16]([C:17]4[C:25]5[O:24][CH2:23][O:22][C:21]=5[CH:20]=[CH:19][C:18]=4[O:26][CH2:27][CH:28]4[CH2:30][CH2:29]4)[C:11]=3[NH:10][CH:9]=2)=[O:7])[CH2:2]1.Cl[C:32]([O:34][CH2:35][CH3:36])=[O:33]. (2) Given the product [O:2]=[C:3]([N:31]1[CH2:36][CH2:35][N:34]2[C:37]([C:40]([F:41])([F:43])[F:42])=[N:38][N:39]=[C:33]2[CH2:32]1)[CH2:4][CH:5]([NH:16][C:17]([CH:19]1[CH2:23][CH2:22][CH2:21][N:20]1[C:24](=[O:30])[CH:25]([NH2:29])[CH:26]([CH3:28])[CH3:27])=[O:18])[CH2:6][C:7]1[CH:12]=[C:11]([F:13])[C:10]([F:14])=[CH:9][C:8]=1[F:15], predict the reactants needed to synthesize it. The reactants are: Cl.[O:2]=[C:3]([N:31]1[CH2:36][CH2:35][N:34]2[C:37]([C:40]([F:43])([F:42])[F:41])=[N:38][N:39]=[C:33]2[CH2:32]1)[CH2:4][CH:5]([NH:16][C:17]([CH:19]1[CH2:23][CH2:22][CH2:21][N:20]1[C:24](=[O:30])[CH:25]([NH2:29])[CH:26]([CH3:28])[CH3:27])=[O:18])[CH2:6][C:7]1[CH:12]=[C:11]([F:13])[C:10]([F:14])=[CH:9][C:8]=1[F:15].C(=O)(O)[O-].[Na+]. (3) Given the product [CH3:13][O:12][C:9]1[N:10]=[C:11]2[C:6](=[CH:7][CH:8]=1)[N:5]=[CH:4][C:3]([NH2:14])=[CH:2]2, predict the reactants needed to synthesize it. The reactants are: Br[C:2]1[C:11]2[C:6](=[CH:7][CH:8]=[C:9]([O:12][CH3:13])[N:10]=2)[N:5]=[CH:4][C:3]=1[NH2:14].C(=O)(O)[O-].[Na+].